From a dataset of Catalyst prediction with 721,799 reactions and 888 catalyst types from USPTO. Predict which catalyst facilitates the given reaction. Reactant: [NH:1]1[C:14]2[CH:13]=[N:12][C:11]3[C:6](=[CH:7][CH:8]=[CH:9][CH:10]=3)[C:5]=2[O:4][CH2:3][C:2]1=O.[H-].[Al+3].[Li+].[H-].[H-].[H-].O.[OH-].[Na+]. Product: [NH:1]1[C:14]2[CH:13]=[N:12][C:11]3[C:6](=[CH:7][CH:8]=[CH:9][CH:10]=3)[C:5]=2[O:4][CH2:3][CH2:2]1. The catalyst class is: 7.